This data is from Full USPTO retrosynthesis dataset with 1.9M reactions from patents (1976-2016). The task is: Predict the reactants needed to synthesize the given product. (1) Given the product [CH2:1]([O:3][C:4]([C:6]1[C:7]([C:12]2[CH:13]=[CH:14][N:15]=[CH:16][CH:17]=2)=[N:8][N:9]([C:23]2[CH:24]=[CH:25][CH:26]=[C:21]([O:20][C:19]([F:18])([F:30])[F:31])[CH:22]=2)[C:10]=1[CH3:11])=[O:5])[CH3:2], predict the reactants needed to synthesize it. The reactants are: [CH2:1]([O:3][C:4]([C:6]1[C:7]([C:12]2[CH:17]=[CH:16][N:15]=[CH:14][CH:13]=2)=[N:8][NH:9][C:10]=1[CH3:11])=[O:5])[CH3:2].[F:18][C:19]([F:31])([F:30])[O:20][C:21]1[CH:22]=[C:23](B(O)O)[CH:24]=[CH:25][CH:26]=1.N1C=CC=CC=1. (2) Given the product [CH3:5][CH2:4][CH2:3][CH:2]([CH3:7])[CH3:1].[CH3:1][C:2]1[CH:7]=[CH:6][C:5]([S:8][C:2]2[CH:7]=[CH:6][C:5]([S:8][C:5]3[CH:6]=[CH:7][C:2]([CH3:1])=[CH:3][CH:4]=3)=[C:4]([C:18]#[N:16])[C:3]=2[C:18]#[N:16])=[CH:4][CH:3]=1, predict the reactants needed to synthesize it. The reactants are: [CH3:1][C:2]1[CH:7]=[CH:6][C:5]([SH:8])=[CH:4][CH:3]=1.C(=O)([O-])[O-].[K+].[K+].C[N:16]([CH:18]=O)C. (3) Given the product [O:1]=[C:2]1[CH:8]([CH2:9][C:10]([OH:12])=[O:11])[CH2:7][C:6]2[CH:14]=[CH:15][C:16]([O:18][CH2:19][CH2:20][CH2:21][NH:22][C:23]3[CH:28]=[C:27]([CH3:29])[CH:26]=[CH:25][N:24]=3)=[CH:17][C:5]=2[CH2:4][N:3]1[CH2:30][C:31]([F:34])([F:32])[F:33], predict the reactants needed to synthesize it. The reactants are: [O:1]=[C:2]1[CH:8]([CH2:9][C:10]([O:12]C)=[O:11])[CH2:7][C:6]2[CH:14]=[CH:15][C:16]([O:18][CH2:19][CH2:20][CH2:21][NH:22][C:23]3[CH:28]=[C:27]([CH3:29])[CH:26]=[CH:25][N:24]=3)=[CH:17][C:5]=2[CH2:4][N:3]1[CH2:30][C:31]([F:34])([F:33])[F:32].N1C=CC=CC=1NCCCOC1C=CC2CC(CC(OCC)=O)C(=O)NCC=2C=1. (4) Given the product [CH2:2]1[C:1]2([CH2:6][CH2:12][C:10](=[O:11])[CH:8]=[CH:9]2)[CH2:5][CH2:4][CH2:3]1, predict the reactants needed to synthesize it. The reactants are: [CH:1]1([CH:6]=O)[CH2:5][CH2:4][CH2:3][CH2:2]1.[CH:8]([C:10]([CH3:12])=[O:11])=[CH2:9].C1(C)C=CC(S(O)(=O)=O)=CC=1. (5) Given the product [CH3:13][N:1]1[C:9]2[C:4](=[CH:5][CH:6]=[CH:7][CH:8]=2)[CH2:3][CH2:2]1, predict the reactants needed to synthesize it. The reactants are: [NH:1]1[C:9]2[C:4](=[CH:5][CH:6]=[CH:7][CH:8]=2)[CH2:3][CH2:2]1.C=O.[BH3-][C:13]#N.[Na+].